This data is from Full USPTO retrosynthesis dataset with 1.9M reactions from patents (1976-2016). The task is: Predict the reactants needed to synthesize the given product. (1) Given the product [C:1]1([C:8]2[CH:13]=[CH:12][CH:11]=[CH:10][CH:9]=2)[CH:2]=[CH:3][C:4]([NH:7][C:19](=[O:20])[C:18]2[CH:22]=[CH:23][C:15]([Cl:14])=[C:16]([NH:24][C:25]([C:27]3([N:30]4[CH2:35][CH2:34][O:33][CH2:32][CH2:31]4)[CH2:28][CH2:29]3)=[O:26])[CH:17]=2)=[CH:5][CH:6]=1, predict the reactants needed to synthesize it. The reactants are: [C:1]1([C:8]2[CH:13]=[CH:12][CH:11]=[CH:10][CH:9]=2)[CH:6]=[CH:5][C:4]([NH2:7])=[CH:3][CH:2]=1.[Cl:14][C:15]1[CH:23]=[CH:22][C:18]([C:19](O)=[O:20])=[CH:17][C:16]=1[NH:24][C:25]([C:27]1([N:30]2[CH2:35][CH2:34][O:33][CH2:32][CH2:31]2)[CH2:29][CH2:28]1)=[O:26].F[P-](F)(F)(F)(F)F.N1(O[P+](N2CCCC2)(N2CCCC2)N2CCCC2)C2C=CC=CC=2N=N1.C(N(C(C)C)CC)(C)C. (2) The reactants are: [C:1]([C:5]1[N:6]=[C:7]([N:22]2[CH2:27][CH2:26][O:25][CH2:24][CH2:23]2)[C:8]2[C:9](=[N:11][N:12]([CH2:14][C:15]3[CH:20]=[CH:19][CH:18]=[CH:17][C:16]=3[Cl:21])[N:13]=2)[N:10]=1)([CH3:4])([CH3:3])[CH3:2].C(C1N=C(N2CCOCC2)C2N=NNC=2N=1)(C)(C)C.BrCC1C=CC([F:55])=CC=1Cl. Given the product [C:1]([C:5]1[N:6]=[C:7]([N:22]2[CH2:27][CH2:26][O:25][CH2:24][CH2:23]2)[C:8]2[C:9](=[N:11][N:12]([CH2:14][C:15]3[CH:20]=[CH:19][C:18]([F:55])=[CH:17][C:16]=3[Cl:21])[N:13]=2)[N:10]=1)([CH3:4])([CH3:2])[CH3:3], predict the reactants needed to synthesize it. (3) Given the product [F:1][C:2]1[CH:10]=[C:9]2[C:5]([CH:6]=[N:7][N:8]2[C:11]([C:18]2[CH:19]=[CH:20][C:21]([C:24]([F:27])([F:25])[F:26])=[CH:22][CH:23]=2)([CH2:16][CH3:17])[CH2:12][OH:13])=[C:4]([NH:28][C:29]([C:42]2[CH:43]=[CH:44][CH:45]=[CH:46][CH:47]=2)([C:36]2[CH:37]=[CH:38][CH:39]=[CH:40][CH:41]=2)[C:30]2[CH:35]=[CH:34][CH:33]=[CH:32][CH:31]=2)[CH:3]=1, predict the reactants needed to synthesize it. The reactants are: [F:1][C:2]1[CH:10]=[C:9]2[C:5]([CH:6]=[N:7][N:8]2[C:11]([C:18]2[CH:23]=[CH:22][C:21]([C:24]([F:27])([F:26])[F:25])=[CH:20][CH:19]=2)([CH2:16][CH3:17])[C:12](OC)=[O:13])=[C:4]([NH:28][C:29]([C:42]2[CH:47]=[CH:46][CH:45]=[CH:44][CH:43]=2)([C:36]2[CH:41]=[CH:40][CH:39]=[CH:38][CH:37]=2)[C:30]2[CH:35]=[CH:34][CH:33]=[CH:32][CH:31]=2)[CH:3]=1.[Li+].[BH4-]. (4) Given the product [C:22]([CH2:21][C:20]([NH:4][C@H:3]([CH2:2][F:1])[C@H:7]([OH:6])[C:8]1[CH:9]=[CH:10][C:11]([C:26]2[CH:31]=[N:30][C:29]([CH2:32][NH:33][S:34]([CH3:37])(=[O:35])=[O:36])=[CH:28][CH:27]=2)=[CH:12][CH:13]=1)=[O:24])#[N:23], predict the reactants needed to synthesize it. The reactants are: [F:1][CH2:2][C@@H:3]1[C@@H:7]([C:8]2[CH:13]=[CH:12][C:11]([Sn](C)(C)C)=[CH:10][CH:9]=2)[O:6]C(C)(C)[N:4]1[C:20](=[O:24])[CH2:21][C:22]#[N:23].Br[C:26]1[CH:27]=[CH:28][C:29]([CH2:32][NH:33][S:34]([CH3:37])(=[O:36])=[O:35])=[N:30][CH:31]=1.O1C=CC=C1P(C1OC=CC=1)C1OC=CC=1.FC(F)(F)C(O)=O. (5) The reactants are: [CH3:1][C@@H:2]1[NH:13][C:12](=[O:14])[C@H:11]([CH2:15][C:16]([O:18]C(C)(C)C)=O)[CH2:10][CH:9]=[CH:8][CH2:7][CH2:6][C:5](=[O:23])[O:4][C@@H:3]1[C:24]1[CH:29]=[CH:28][CH:27]=[CH:26][CH:25]=1.FC(F)(F)C(O)=O.C[C@@H]1NC(=O)[C@H](CC(O)=O)CC=CCCC(=O)O[C@@H]1C1C=CC=CC=1.[Cl:62][C:63]1[CH:68]=[CH:67][C:66]([CH2:69][NH2:70])=[CH:65][CH:64]=1. Given the product [Cl:62][C:63]1[CH:68]=[CH:67][C:66]([CH2:69][NH:70][C:16](=[O:18])[CH2:15][C@@H:11]2[CH2:10][CH:9]=[CH:8][CH2:7][CH2:6][C:5](=[O:23])[O:4][C@H:3]([C:24]3[CH:29]=[CH:28][CH:27]=[CH:26][CH:25]=3)[C@H:2]([CH3:1])[NH:13][C:12]2=[O:14])=[CH:65][CH:64]=1, predict the reactants needed to synthesize it.